Predict which catalyst facilitates the given reaction. From a dataset of Catalyst prediction with 721,799 reactions and 888 catalyst types from USPTO. Product: [C:62]1([C:68]2[N:73]3[N:74]=[C:75]([NH:77][C:78]4[CH:79]=[C:80]5[C:84](=[CH:85][CH:86]=4)[CH2:83][N:82]([C:87]([O:89][C:90]([CH3:93])([CH3:92])[CH3:91])=[O:88])[CH2:81]5)[N:76]=[C:72]3[CH:71]=[CH:70][CH:69]=2)[CH:63]=[CH:64][CH:65]=[CH:66][CH:67]=1.[CH2:38]1[C:39]2[C:45](=[CH:44][C:43]([NH:46][C:47]3[N:61]=[C:50]4[CH:51]=[CH:52][CH:53]=[C:54]([C:55]5[CH:56]=[CH:57][CH:58]=[CH:59][CH:60]=5)[N:49]4[N:48]=3)=[CH:42][CH:41]=2)[CH2:40][NH:37]1. The catalyst class is: 33. Reactant: BrC1C=C2C(=CC=1)CN(C(OC(C)(C)C)=O)C2.C1(C2N3N=C(N)N=C3C=CC=2)C=CC=CC=1.O1[CH2:39][CH2:38][N:37]([C:40]2[CH:45]=[CH:44][C:43]([NH:46][C:47]3[N:61]=[C:50]4[CH:51]=[CH:52][CH:53]=[C:54]([C:55]5[CH:60]=[CH:59][CH:58]=[CH:57][CH:56]=5)[N:49]4[N:48]=3)=[CH:42][CH:41]=2)CC1.[C:62]1([C:68]2[N:73]3[N:74]=[C:75]([NH:77][C:78]4[CH:79]=[C:80]5[C:84](=[CH:85][CH:86]=4)[CH2:83][N:82]([C:87]([O:89][C:90]([CH3:93])([CH3:92])[CH3:91])=[O:88])[CH2:81]5)[N:76]=[C:72]3[CH:71]=[CH:70][CH:69]=2)[CH:67]=[CH:66][CH:65]=[CH:64][CH:63]=1.